Dataset: Full USPTO retrosynthesis dataset with 1.9M reactions from patents (1976-2016). Task: Predict the reactants needed to synthesize the given product. (1) Given the product [NH:21]1[C:22]2[C:18](=[CH:17][CH:16]=[C:15]([NH:14][C:2]3[N:7]=[C:6]([NH:14][C:15]4[CH:23]=[C:22]5[C:18]([CH:19]=[N:20][NH:21]5)=[CH:17][CH:16]=4)[C:5]([C:9]([O:11][CH2:12][CH3:13])=[O:10])=[CH:4][N:3]=3)[CH:23]=2)[CH:19]=[N:20]1, predict the reactants needed to synthesize it. The reactants are: Cl[C:2]1[N:7]=[C:6](Cl)[C:5]([C:9]([O:11][CH2:12][CH3:13])=[O:10])=[CH:4][N:3]=1.[NH2:14][C:15]1[CH:23]=[C:22]2[C:18]([CH:19]=[N:20][NH:21]2)=[CH:17][CH:16]=1. (2) Given the product [CH3:13][N:14]1[CH:18]=[CH:17][N:16]=[C:15]1[CH:21]=[C:9]1[C:10](=[O:11])[O:12][C:6]([C:2]2[S:1][CH:5]=[CH:4][CH:3]=2)=[N:8]1, predict the reactants needed to synthesize it. The reactants are: [S:1]1[CH:5]=[CH:4][CH:3]=[C:2]1[C:6]([NH:8][CH2:9][C:10]([OH:12])=[O:11])=O.[CH3:13][N:14]1[CH:18]=[C:17](C=O)[N:16]=[CH:15]1.[C:21]([O-])(=O)C.[Na+].C(OC(=O)C)(=O)C.